From a dataset of Full USPTO retrosynthesis dataset with 1.9M reactions from patents (1976-2016). Predict the reactants needed to synthesize the given product. (1) Given the product [Cl:1][C:2]1[CH:7]=[CH:6][C:5]([C@H:8]([CH3:29])[C:9]([NH:11][C:12]2[CH:21]=[CH:20][CH:19]=[C:18]3[C:13]=2[CH:14]=[CH:15][N:16]([C@H:23]([CH3:28])[C:24]([OH:26])=[O:25])[C:17]3=[O:22])=[O:10])=[CH:4][CH:3]=1, predict the reactants needed to synthesize it. The reactants are: [Cl:1][C:2]1[CH:7]=[CH:6][C:5]([C@H:8]([CH3:29])[C:9]([NH:11][C:12]2[CH:21]=[CH:20][CH:19]=[C:18]3[C:13]=2[CH:14]=[CH:15][N:16]([C@H:23]([CH3:28])[C:24]([O:26]C)=[O:25])[C:17]3=[O:22])=[O:10])=[CH:4][CH:3]=1.[OH-].[Li+].C(O)(C)(C)C.O.Cl. (2) Given the product [CH2:22]([O:29][CH2:30][CH2:31][CH2:32][CH2:33][O:1][C:2]1[CH:3]=[C:4]([CH2:8][CH2:9][CH2:10][N:11]2[C:19](=[O:20])[C:18]3[C:13](=[CH:14][CH:15]=[CH:16][CH:17]=3)[C:12]2=[O:21])[CH:5]=[CH:6][CH:7]=1)[C:23]1[CH:28]=[CH:27][CH:26]=[CH:25][CH:24]=1, predict the reactants needed to synthesize it. The reactants are: [OH:1][C:2]1[CH:3]=[C:4]([CH2:8][CH2:9][CH2:10][N:11]2[C:19](=[O:20])[C:18]3[C:13](=[CH:14][CH:15]=[CH:16][CH:17]=3)[C:12]2=[O:21])[CH:5]=[CH:6][CH:7]=1.[CH2:22]([O:29][CH2:30][CH2:31][CH2:32][CH2:33]O)[C:23]1[CH:28]=[CH:27][CH:26]=[CH:25][CH:24]=1. (3) The reactants are: ClC1C=C2C(C=CC(C)=N2)=CC=1O.[Cl:14][C:15]1[CH:20]=[CH:19][C:18]([C:21]2[C:22]([O:32]C)=[C:23]([CH3:31])[CH:24]=[C:25]3[C:30]=2[N:29]=[CH:28][CH:27]=[CH:26]3)=[CH:17][CH:16]=1. Given the product [Cl:14][C:15]1[CH:16]=[CH:17][C:18]([C:21]2[C:22]([OH:32])=[C:23]([CH3:31])[CH:24]=[C:25]3[C:30]=2[N:29]=[CH:28][CH:27]=[CH:26]3)=[CH:19][CH:20]=1, predict the reactants needed to synthesize it. (4) Given the product [Br:1][C:2]1[CH:11]=[C:10]2[C:5]([CH:6]=[C:7]([O:13][CH3:14])[C:8]([NH:12][C:15](=[O:17])[CH3:16])=[CH:9]2)=[CH:4][CH:3]=1, predict the reactants needed to synthesize it. The reactants are: [Br:1][C:2]1[CH:11]=[C:10]2[C:5]([CH:6]=[C:7]([O:13][CH3:14])[C:8]([NH2:12])=[CH:9]2)=[CH:4][CH:3]=1.[C:15](OC(=O)C)(=[O:17])[CH3:16].N1C=CC=CC=1. (5) Given the product [F:1][C:2]1[CH:21]=[C:20]([F:22])[CH:19]=[CH:18][C:3]=1[O:4][C:5]1[C:14]([O:15][CH3:16])=[CH:13][CH:12]=[C:11]2[C:6]=1[CH:7]=[CH:8][C:9](=[O:25])[NH:10]2, predict the reactants needed to synthesize it. The reactants are: [F:1][C:2]1[CH:21]=[C:20]([F:22])[CH:19]=[CH:18][C:3]=1[O:4][C:5]1[C:14]([O:15][CH3:16])=[CH:13][CH:12]=[C:11]2[C:6]=1[CH:7]=[CH:8][CH:9]=[N+:10]2[O-].C(OC(=O)C)(=[O:25])C.N. (6) Given the product [N:27]1[CH:32]=[CH:31][CH:30]=[C:29]([NH:33][C:2]2[CH:7]=[CH:6][C:5]([C:8]3[C:12]4[CH2:13][C:14]5[S:15][CH:16]=[CH:17][C:18]=5[C:11]=4[N:10]([CH2:19][O:20][CH2:21][CH2:22][Si:23]([CH3:26])([CH3:25])[CH3:24])[N:9]=3)=[CH:4][CH:3]=2)[CH:28]=1, predict the reactants needed to synthesize it. The reactants are: Br[C:2]1[CH:7]=[CH:6][C:5]([C:8]2[C:12]3[CH2:13][C:14]4[S:15][CH:16]=[CH:17][C:18]=4[C:11]=3[N:10]([CH2:19][O:20][CH2:21][CH2:22][Si:23]([CH3:26])([CH3:25])[CH3:24])[N:9]=2)=[CH:4][CH:3]=1.[N:27]1[CH:32]=[CH:31][CH:30]=[C:29]([NH2:33])[CH:28]=1.C([O-])([O-])=O.[Cs+].[Cs+].CC1(C)C2C(=C(P(C3C=CC=CC=3)C3C=CC=CC=3)C=CC=2)OC2C(P(C3C=CC=CC=3)C3C=CC=CC=3)=CC=CC1=2. (7) Given the product [CH:12]([C:9]1[CH:10]=[CH:11][C:6]([NH2:5])=[C:7]([N+:15]([O-:17])=[O:16])[CH:8]=1)([CH3:14])[CH3:13], predict the reactants needed to synthesize it. The reactants are: FC(F)(F)C([NH:5][C:6]1[CH:11]=[CH:10][C:9]([CH:12]([CH3:14])[CH3:13])=[CH:8][C:7]=1[N+:15]([O-:17])=[O:16])=O.O.C(=O)([O-])[O-].[K+].[K+]. (8) Given the product [CH3:35][O-:34].[C:73]([O-:80])(=[O:79])/[CH:74]=[CH:75]/[C:76]([O-:78])=[O:77].[CH3:1][C:2]1[C:10]2[N:9]=[C:8]([C:11]3[C:12]([CH3:28])=[N:13][C:14]([NH:17][CH2:18][CH2:19][CH2:20][CH:21]4[CH2:22][CH2:23][N:24]([CH3:27])[CH2:25][CH2:26]4)=[N:15][CH:16]=3)[NH:7][C:6]=2[CH:5]=[C:4]([CH3:29])[CH:3]=1, predict the reactants needed to synthesize it. The reactants are: [CH3:1][C:2]1[C:10]2[N:9]=[C:8]([C:11]3[C:12]([CH3:28])=[N:13][C:14]([NH:17][CH2:18][CH2:19][CH2:20][CH:21]4[CH2:26][CH2:25][N:24]([CH3:27])[CH2:23][CH2:22]4)=[N:15][CH:16]=3)[NH:7][C:6]=2[CH:5]=[C:4]([CH3:29])[CH:3]=1.O.O.O.O.[OH:34][CH:35](C(O)C(O)=O)C(O)=O.CC1C2N=C(C3C(C)=NC(NCCCC4CCN(C)CC4)=NC=3)NC=2C=C(C)C=1.[C:73]([OH:80])(=[O:79])/[CH:74]=[CH:75]/[C:76]([OH:78])=[O:77]. (9) Given the product [CH2:12]([N:14]([CH2:15][CH3:16])[C:2]1[CH:10]=[CH:9][CH:8]=[C:7]([N:14]([CH2:15][CH3:16])[CH2:12][CH3:13])[C:3]=1[C:4]([OH:6])=[O:5])[CH3:13], predict the reactants needed to synthesize it. The reactants are: F[C:2]1[CH:10]=[CH:9][CH:8]=[C:7](F)[C:3]=1[C:4]([OH:6])=[O:5].[CH2:12]([N-:14][CH2:15][CH3:16])[CH3:13].[Li+].O.